Dataset: Full USPTO retrosynthesis dataset with 1.9M reactions from patents (1976-2016). Task: Predict the reactants needed to synthesize the given product. (1) Given the product [Cl:1][C:2]1[CH:9]=[C:8]([N:10]([C@H:11]2[CH2:15][CH2:14][N:13]([S:26]([CH2:25][Cl:24])(=[O:28])=[O:27])[CH2:12]2)[CH2:16][C:17]2[CH:22]=[CH:21][CH:20]=[CH:19][C:18]=2[F:23])[CH:7]=[CH:6][C:3]=1[C:4]#[N:5], predict the reactants needed to synthesize it. The reactants are: [Cl:1][C:2]1[CH:9]=[C:8]([N:10]([CH2:16][C:17]2[CH:22]=[CH:21][CH:20]=[CH:19][C:18]=2[F:23])[C@H:11]2[CH2:15][CH2:14][NH:13][CH2:12]2)[CH:7]=[CH:6][C:3]=1[C:4]#[N:5].[Cl:24][CH2:25][S:26](Cl)(=[O:28])=[O:27]. (2) Given the product [CH:1]1([CH2:4][NH:5][CH2:6][C:7]2[S:11][C:10]([C:16]3[CH:17]=[C:18]4[C:22](=[C:23]([C:25]([NH2:27])=[O:26])[CH:24]=3)[NH:21][CH:20]=[C:19]4[CH:28]3[CH2:29][CH2:30][N:31]([S:34]([CH2:37][CH3:38])(=[O:35])=[O:36])[CH2:32][CH2:33]3)=[CH:9][CH:8]=2)[CH2:3][CH2:2]1, predict the reactants needed to synthesize it. The reactants are: [CH:1]1([CH2:4][NH:5][CH2:6][C:7]2[S:11][C:10](B(O)O)=[CH:9][CH:8]=2)[CH2:3][CH2:2]1.Br[C:16]1[CH:17]=[C:18]2[C:22](=[C:23]([C:25]([NH2:27])=[O:26])[CH:24]=1)[NH:21][CH:20]=[C:19]2[CH:28]1[CH2:33][CH2:32][N:31]([S:34]([CH2:37][CH3:38])(=[O:36])=[O:35])[CH2:30][CH2:29]1.C(=O)([O-])[O-].[K+].[K+]. (3) Given the product [F:16][C:13]1[CH:14]=[CH:15][C:10]([CH:2]([CH:3]2[CH2:8][CH2:7][N:6]([CH3:9])[CH2:5][CH2:4]2)[N:17]2[CH2:22][CH2:21][NH:20][CH2:19][CH2:18]2)=[CH:11][CH:12]=1, predict the reactants needed to synthesize it. The reactants are: Cl[CH:2]([C:10]1[CH:15]=[CH:14][C:13]([F:16])=[CH:12][CH:11]=1)[CH:3]1[CH2:8][CH2:7][N:6]([CH3:9])[CH2:5][CH2:4]1.[NH:17]1[CH2:22][CH2:21][NH:20][CH2:19][CH2:18]1.C([O-])([O-])=O.[K+].[K+]. (4) The reactants are: [Cl:1][C:2]1[CH:3]=[C:4]2[N:14]([S:15]([C:18]3[CH:24]=[CH:23][C:21]([CH3:22])=[CH:20][CH:19]=3)(=[O:17])=[O:16])[CH:13]=[CH:12][C:5]2=[N:6][C:7]=1[C:8](=[N:10]O)[CH3:9].[NH4+].[Cl-]. Given the product [Cl:1][C:2]1[CH:3]=[C:4]2[N:14]([S:15]([C:18]3[CH:24]=[CH:23][C:21]([CH3:22])=[CH:20][CH:19]=3)(=[O:17])=[O:16])[CH:13]=[CH:12][C:5]2=[N:6][C:7]=1[CH:8]([NH2:10])[CH3:9], predict the reactants needed to synthesize it. (5) The reactants are: O1C=C(CN)N=C1.[S:8]1[CH:12]=[CH:11][N:10]=[C:9]1[CH2:13][NH2:14].[F:15][C:16]1[CH:37]=[CH:36][C:19]([CH2:20][N:21]2[CH2:25][CH2:24][N:23]([C:26]3[CH:27]=[C:28]([CH:32]=[CH:33][N:34]=3)[C:29](O)=[O:30])[C:22]2=[O:35])=[CH:18][CH:17]=1. Given the product [F:15][C:16]1[CH:17]=[CH:18][C:19]([CH2:20][N:21]2[CH2:25][CH2:24][N:23]([C:26]3[CH:27]=[C:28]([CH:32]=[CH:33][N:34]=3)[C:29]([NH:14][CH2:13][C:9]3[S:8][CH:12]=[CH:11][N:10]=3)=[O:30])[C:22]2=[O:35])=[CH:36][CH:37]=1, predict the reactants needed to synthesize it. (6) Given the product [CH3:23][O:22][C:21]1[CH:20]=[CH:19][C:18]([CH:24]=[CH:25][C:26]([OH:28])=[O:27])=[CH:17][C:16]=1[C:3]1[C:2]([O:1][CH2:37][C:36]2[CH:39]=[CH:40][CH:41]=[CH:42][C:35]=2[O:34][CH2:33][O:32][CH3:31])=[CH:11][C:10]2[C:9]([CH3:13])([CH3:12])[CH2:8][CH2:7][C:6]([CH3:15])([CH3:14])[C:5]=2[CH:4]=1, predict the reactants needed to synthesize it. The reactants are: [OH:1][C:2]1[C:3]([C:16]2[CH:17]=[C:18]([CH:24]=[CH:25][C:26]([O:28]CC)=[O:27])[CH:19]=[CH:20][C:21]=2[O:22][CH3:23])=[CH:4][C:5]2[C:6]([CH3:15])([CH3:14])[CH2:7][CH2:8][C:9]([CH3:13])([CH3:12])[C:10]=2[CH:11]=1.[CH3:31][O:32][CH2:33][O:34][C:35]1[CH:42]=[CH:41][CH:40]=[CH:39][C:36]=1[CH2:37]Cl. (7) Given the product [F:15][C:12]([F:14])([F:13])[C:11]1[N:6]2[N:5]=[CH:4][C:3]([C:1]#[C:2][C:27]3[S:31][C:30]([S:32]([NH2:35])(=[O:34])=[O:33])=[CH:29][CH:28]=3)=[C:7]2[N:8]=[C:9]([C:16]2[CH:21]=[CH:20][CH:19]=[C:18]([C:22]([F:25])([F:24])[F:23])[CH:17]=2)[CH:10]=1, predict the reactants needed to synthesize it. The reactants are: [C:1]([C:3]1[CH:4]=[N:5][N:6]2[C:11]([C:12]([F:15])([F:14])[F:13])=[CH:10][C:9]([C:16]3[CH:21]=[CH:20][CH:19]=[C:18]([C:22]([F:25])([F:24])[F:23])[CH:17]=3)=[N:8][C:7]=12)#[CH:2].Br[C:27]1[S:31][C:30]([S:32]([NH2:35])(=[O:34])=[O:33])=[CH:29][CH:28]=1.